Regression. Given a peptide amino acid sequence and an MHC pseudo amino acid sequence, predict their binding affinity value. This is MHC class I binding data. From a dataset of Peptide-MHC class I binding affinity with 185,985 pairs from IEDB/IMGT. (1) The peptide sequence is KVLCPYMPK. The MHC is HLA-A31:01 with pseudo-sequence HLA-A31:01. The binding affinity (normalized) is 0.620. (2) The peptide sequence is PHYNNPWNT. The MHC is HLA-B27:05 with pseudo-sequence HLA-B27:05. The binding affinity (normalized) is 0.0847.